From a dataset of Forward reaction prediction with 1.9M reactions from USPTO patents (1976-2016). Predict the product of the given reaction. (1) Given the reactants C(N(CC)C(C)C)(C)C.[F:10][C:11]1[CH:19]=[C:18]2[C:14]([C:15]([C:21]3[N:22]=[C:23]4[C:29]([C:30](O)=[O:31])=[CH:28][N:27]([CH2:33][O:34][CH2:35][CH2:36][Si:37]([CH3:40])([CH3:39])[CH3:38])[C:24]4=[N:25][CH:26]=3)=[N:16][N:17]2[CH3:20])=[CH:13][CH:12]=1.CN(C(ON1N=NC2C=CC=NC1=2)=[N+](C)C)C.F[P-](F)(F)(F)(F)F.FC(F)(F)C(O)=O.[NH2:72][C@H:73]([CH2:81][CH2:82][CH3:83])[C:74]([N:76]1[CH2:79][CH:78]([F:80])[CH2:77]1)=[O:75], predict the reaction product. The product is: [F:80][CH:78]1[CH2:77][N:76]([C:74]([C@H:73]([NH:72][C:30]([C:29]2[C:23]3[C:24](=[N:25][CH:26]=[C:21]([C:15]4[C:14]5[C:18](=[CH:19][C:11]([F:10])=[CH:12][CH:13]=5)[N:17]([CH3:20])[N:16]=4)[N:22]=3)[N:27]([CH2:33][O:34][CH2:35][CH2:36][Si:37]([CH3:40])([CH3:38])[CH3:39])[CH:28]=2)=[O:31])[CH2:81][CH2:82][CH3:83])=[O:75])[CH2:79]1. (2) Given the reactants Br[C:2]1[S:6][C:5]([CH2:7][N:8]([CH3:16])[C:9](=[O:15])[O:10][C:11]([CH3:14])([CH3:13])[CH3:12])=[N:4][C:3]=1[C:17]1[C:18]([F:23])=[N:19][CH:20]=[CH:21][CH:22]=1.[Cl:24][C:25]1[CH:26]=[C:27]([SH:31])[CH:28]=[CH:29][CH:30]=1.C(N(C(C)C)C(C)C)C.O, predict the reaction product. The product is: [Cl:24][C:25]1[CH:26]=[C:27]([S:31][C:2]2[S:6][C:5]([CH2:7][N:8]([CH3:16])[C:9](=[O:15])[O:10][C:11]([CH3:14])([CH3:13])[CH3:12])=[N:4][C:3]=2[C:17]2[C:18]([F:23])=[N:19][CH:20]=[CH:21][CH:22]=2)[CH:28]=[CH:29][CH:30]=1. (3) The product is: [C:1]([O:5][C:6]([C:8]1[CH:13]=[CH:12][C:11]([S:14]([NH:17][C:26]([NH:28][C:29]2[CH:38]=[CH:37][CH:36]=[CH:35][C:30]=2[C:31]([O:33][CH3:34])=[O:32])=[O:19])(=[O:16])=[O:15])=[CH:10][C:9]=1[OH:18])=[O:7])([CH3:4])([CH3:2])[CH3:3]. Given the reactants [C:1]([O:5][C:6]([C:8]1[CH:13]=[CH:12][C:11]([S:14]([NH2:17])(=[O:16])=[O:15])=[CH:10][C:9]=1[OH:18])=[O:7])([CH3:4])([CH3:3])[CH3:2].[O:19]([C:26]([NH:28][C:29]1[C:30](=[CH:35][CH:36]=[CH:37][CH:38]=1)[C:31]([O:33][CH3:34])=[O:32])=O)C1C=CC=CC=1, predict the reaction product. (4) Given the reactants [CH3:1][C:2]1[N:3]=[C:4]2[CH:9]=[CH:8][C:7]([CH:10]=C)=[CH:6][N:5]2[C:12]=1[C:13]1[S:14][C:15]([C:24]2[N:28]=[CH:27][N:26]([CH:29]3[CH2:34][CH2:33][CH2:32][CH2:31][O:30]3)[N:25]=2)=[C:16]([C:18]2[CH:23]=[CH:22][CH:21]=[CH:20][CH:19]=2)[N:17]=1.[O:35]1CCCC1.I([O-])(=O)(=O)=O.[Na+], predict the reaction product. The product is: [CH3:1][C:2]1[N:3]=[C:4]2[CH:9]=[CH:8][C:7]([CH:10]=[O:35])=[CH:6][N:5]2[C:12]=1[C:13]1[S:14][C:15]([C:24]2[N:28]=[CH:27][N:26]([CH:29]3[CH2:34][CH2:33][CH2:32][CH2:31][O:30]3)[N:25]=2)=[C:16]([C:18]2[CH:23]=[CH:22][CH:21]=[CH:20][CH:19]=2)[N:17]=1. (5) Given the reactants [NH2:1][C@H:2]1[CH2:7][CH2:6][CH2:5][N:4]([CH2:8][C:9]2[C:18]([Cl:19])=[C:17]3[C:12]([C:13](=[O:33])[N:14]([CH2:20][C:21]4[CH:26]=[C:25]([Cl:27])[CH:24]=[CH:23][C:22]=4[S:28]([CH2:31][CH3:32])(=[O:30])=[O:29])[CH:15]=[N:16]3)=[CH:11][C:10]=2[C:34]([F:37])([F:36])[F:35])[CH2:3]1.O=[CH:39][CH2:40][NH:41][C:42](=[O:48])[O:43][C:44]([CH3:47])([CH3:46])[CH3:45], predict the reaction product. The product is: [C:44]([O:43][C:42]([NH:41][CH2:40][CH2:39][N:1]([C@H:2]1[CH2:7][CH2:6][CH2:5][N:4]([CH2:8][C:9]2[C:18]([Cl:19])=[C:17]3[C:12]([C:13](=[O:33])[N:14]([CH2:20][C:21]4[CH:26]=[C:25]([Cl:27])[CH:24]=[CH:23][C:22]=4[S:28]([CH2:31][CH3:32])(=[O:30])=[O:29])[CH:15]=[N:16]3)=[CH:11][C:10]=2[C:34]([F:35])([F:36])[F:37])[CH2:3]1)[CH2:39][CH2:40][NH:41][C:42](=[O:48])[O:43][C:44]([CH3:47])([CH3:46])[CH3:45])=[O:48])([CH3:47])([CH3:46])[CH3:45]. (6) Given the reactants FC(F)(F)C1C=C(NC(=O)NC2C=CC(C3SC(CCC(O)=O)=NC=3)=CC=2)C=CC=1.[CH3:31][O:32][C:33]1[CH:38]=[CH:37][C:36]([NH:39][C:40](=[O:63])[NH:41][C:42]2[CH:47]=[CH:46][C:45]([C:48]3[S:52][C:51]([CH:53]4[CH2:58][CH2:57][CH:56]([C:59]([O:61]C)=[O:60])[CH2:55][CH2:54]4)=[N:50][CH:49]=3)=[CH:44][CH:43]=2)=[C:35]([CH3:64])[CH:34]=1, predict the reaction product. The product is: [CH3:31][O:32][C:33]1[CH:38]=[CH:37][C:36]([NH:39][C:40](=[O:63])[NH:41][C:42]2[CH:43]=[CH:44][C:45]([C:48]3[S:52][C:51]([CH:53]4[CH2:54][CH2:55][CH:56]([C:59]([OH:61])=[O:60])[CH2:57][CH2:58]4)=[N:50][CH:49]=3)=[CH:46][CH:47]=2)=[C:35]([CH3:64])[CH:34]=1. (7) Given the reactants Br[C:2]1[CH:3]=[CH:4][C:5]([F:16])=[C:6]([CH:8]([C:10]2[CH:15]=[CH:14][CH:13]=[CH:12][CH:11]=2)[OH:9])[CH:7]=1.C([Sn](CCCC)(CCCC)[C:22]([O:24]CC)=[CH2:23])CCC, predict the reaction product. The product is: [F:16][C:5]1[CH:4]=[CH:3][C:2]([C:22](=[O:24])[CH3:23])=[CH:7][C:6]=1[CH:8]([OH:9])[C:10]1[CH:15]=[CH:14][CH:13]=[CH:12][CH:11]=1. (8) The product is: [Cl:11][C:4]1[CH:3]=[C:2]([B:12]2[O:16][C:15]([CH3:18])([CH3:17])[C:14]([CH3:20])([CH3:19])[O:13]2)[CH:7]=[C:6]([N+:8]([O-:10])=[O:9])[CH:5]=1. Given the reactants Br[C:2]1[CH:7]=[C:6]([N+:8]([O-:10])=[O:9])[CH:5]=[C:4]([Cl:11])[CH:3]=1.[B:12]1([B:12]2[O:16][C:15]([CH3:18])([CH3:17])[C:14]([CH3:20])([CH3:19])[O:13]2)[O:16][C:15]([CH3:18])([CH3:17])[C:14]([CH3:20])([CH3:19])[O:13]1.C([O-])(=O)C.[K+], predict the reaction product. (9) Given the reactants [NH2:1][C:2]1[CH:31]=[CH:30][C:5]([CH2:6][CH:7]2[CH2:12][CH2:11][N:10]([CH2:13][C:14]3[CH:19]=[CH:18][C:17]([C:20]([OH:29])([C:25]([F:28])([F:27])[F:26])[C:21]([F:24])([F:23])[F:22])=[CH:16][CH:15]=3)[CH2:9][CH2:8]2)=[CH:4][C:3]=1[Cl:32].[C:33](Cl)(=O)[O:34]C1C=CC([N+]([O-])=O)=CC=1.[NH2:46][CH2:47][C:48]([CH3:51])([OH:50])[CH3:49], predict the reaction product. The product is: [Cl:32][C:3]1[CH:4]=[C:5]([CH2:6][CH:7]2[CH2:12][CH2:11][N:10]([CH2:13][C:14]3[CH:15]=[CH:16][C:17]([C:20]([OH:29])([C:21]([F:22])([F:23])[F:24])[C:25]([F:28])([F:26])[F:27])=[CH:18][CH:19]=3)[CH2:9][CH2:8]2)[CH:30]=[CH:31][C:2]=1[NH:1][C:33]([NH:46][CH2:47][C:48]([OH:50])([CH3:51])[CH3:49])=[O:34].